From a dataset of Full USPTO retrosynthesis dataset with 1.9M reactions from patents (1976-2016). Predict the reactants needed to synthesize the given product. (1) Given the product [C:59]([C:56]1[CH:57]=[C:58]([CH:53]=[CH:54][C:55]=1[O:73][CH:30]([CH3:51])[CH3:31])[C:15]([O:14][CH3:11])=[O:16])#[N:60], predict the reactants needed to synthesize it. The reactants are: BrCCBr.Cl[Si](C)(C)C.C[C:11]([O:14][C:15](N[C@@H](CI)CC[C:15]([O:14][C:11](C)(C)C)=[O:16])=[O:16])(C)C.[C:30]1([CH3:51])C=CC=C[C:31]=1P(C1C=CC=CC=1C)C1C=CC=CC=1C.I[C:53]1[CH:58]=[CH:57][C:56]([C:59]2[N:60]=C3C(C)=CC=CN3C=2)=[CH:55][CH:54]=1.CN(C=[O:73])C. (2) Given the product [NH:22]1[C:26]2[CH:27]=[CH:28][C:29]([C:31]([N:16]3[CH2:18][C@H:19]4[C@H:63]5[C@@H:61]([C@H:20]4[CH2:21]3)[CH2:60][N:59]([S:12]([C:7]3[CH:6]=[CH:5][C:4]4[C:9](=[CH:10][CH:11]=[C:2]([Cl:1])[CH:3]=4)[CH:8]=3)(=[O:14])=[O:13])[CH2:64]5)=[O:33])=[CH:30][C:25]=2[N:24]=[N:23]1, predict the reactants needed to synthesize it. The reactants are: [Cl:1][C:2]1[CH:3]=[C:4]2[C:9](=[CH:10][CH:11]=1)[CH:8]=[C:7]([S:12](Cl)(=[O:14])=[O:13])[CH:6]=[CH:5]2.[N:16]1[CH:21]=[CH:20][CH:19]=[CH:18]C=1.[NH:22]1[C:26]2[CH:27]=[CH:28][C:29]([C:31]([OH:33])=O)=[CH:30][C:25]=2[N:24]=[N:23]1.F[P-](F)(F)(F)(F)F.N1(OC(N(C)C)=[N+](C)C)C2N=CC=CC=2N=N1.C[N:59]1[CH2:64][CH2:63]O[CH2:61][CH2:60]1. (3) The reactants are: [H-].[Na+].[NH:3]1[CH2:7][CH2:6][CH2:5][C:4]1=[O:8].[CH:9]1([C@H:12]([NH:20][C:21]([C:23]2[C:32]3[C:27](=[C:28]([F:33])[CH:29]=[CH:30][CH:31]=3)[C:26](=[O:34])[N:25]([C:35]3[CH:36]=[N:37][CH:38]=[CH:39][CH:40]=3)[C:24]=2[CH2:41]Br)=[O:22])[C:13]2[CH:18]=[CH:17][CH:16]=[C:15]([F:19])[CH:14]=2)[CH2:11][CH2:10]1.Cl. Given the product [CH:9]1([C@H:12]([NH:20][C:21]([C:23]2[C:32]3[C:27](=[C:28]([F:33])[CH:29]=[CH:30][CH:31]=3)[C:26](=[O:34])[N:25]([C:35]3[CH:36]=[N:37][CH:38]=[CH:39][CH:40]=3)[C:24]=2[CH2:41][N:3]2[CH2:7][CH2:6][CH2:5][C:4]2=[O:8])=[O:22])[C:13]2[CH:18]=[CH:17][CH:16]=[C:15]([F:19])[CH:14]=2)[CH2:11][CH2:10]1, predict the reactants needed to synthesize it. (4) Given the product [Cl:1][C:2]1[N:7]=[C:6]([C:8]([C:15]2[CH:14]=[C:13]([CH3:12])[C:18]3[NH:19][C:20](=[O:22])[O:21][C:17]=3[CH:16]=2)=[O:9])[CH:5]=[C:4]([Cl:11])[N:3]=1, predict the reactants needed to synthesize it. The reactants are: [Cl:1][C:2]1[N:7]=[C:6]([C:8](Cl)=[O:9])[CH:5]=[C:4]([Cl:11])[N:3]=1.[CH3:12][C:13]1[C:18]2[NH:19][C:20](=[O:22])[O:21][C:17]=2[CH:16]=[CH:15][CH:14]=1.[Cl-].[Cl-].[Cl-].[Al+3]. (5) Given the product [C:5]([C:4]1[C:3]([NH:11][CH2:12][C:13]2[CH:18]=[C:17]([C:19]3[CH:24]=[CH:23][CH:22]=[C:21]([F:25])[CH:20]=3)[CH:16]=[CH:15][C:14]=2[F:26])=[C:2]([F:1])[CH:9]=[CH:8][C:7]=1[O:10][CH2:34][C:35]([O:37][CH:38]([CH3:40])[CH3:39])=[O:36])#[N:6], predict the reactants needed to synthesize it. The reactants are: [F:1][C:2]1[C:3]([NH:11][CH2:12][C:13]2[CH:18]=[C:17]([C:19]3[CH:24]=[CH:23][CH:22]=[C:21]([F:25])[CH:20]=3)[CH:16]=[CH:15][C:14]=2[F:26])=[C:4]([C:7]([OH:10])=[CH:8][CH:9]=1)[C:5]#[N:6].C([O-])([O-])=O.[Cs+].[Cs+].Br[CH2:34][C:35]([O:37][CH:38]([CH3:40])[CH3:39])=[O:36]. (6) Given the product [NH3:5].[CH3:11][OH:12].[C:1]([N:5]1[CH2:10][CH2:9][NH:8][C@@H:7]([C:18]([N:20]2[CH2:25][CH2:24][N:23]([C:27]([NH:26][C:29]3[CH:34]=[CH:33][CH:32]=[C:31]([C:35]([F:36])([F:37])[F:38])[CH:30]=3)=[O:28])[CH2:22][CH2:21]2)=[O:19])[CH2:6]1)([CH3:4])([CH3:2])[CH3:3], predict the reactants needed to synthesize it. The reactants are: [C:1]([N:5]1[CH2:10][CH2:9][N:8]([C:11](OC(C)(C)C)=[O:12])[C@@H:7]([C:18]([N:20]2[CH2:25][CH2:24][NH:23][CH2:22][CH2:21]2)=[O:19])[CH2:6]1)([CH3:4])([CH3:3])[CH3:2].[N:26]([C:29]1[CH:34]=[CH:33][CH:32]=[C:31]([C:35]([F:38])([F:37])[F:36])[CH:30]=1)=[C:27]=[O:28].